From a dataset of Full USPTO retrosynthesis dataset with 1.9M reactions from patents (1976-2016). Predict the reactants needed to synthesize the given product. (1) Given the product [CH3:21][O:22][C:23]1[CH:24]=[C:25]([CH2:26][N:4]2[CH2:5][CH2:6][CH2:7][N:1]([C:8]3[CH:9]=[CH:10][C:11]4[N:12]([C:14]([C:17]([F:18])([F:19])[F:20])=[N:15][N:16]=4)[N:13]=3)[CH2:2][CH2:3]2)[CH:28]=[CH:29][CH:30]=1, predict the reactants needed to synthesize it. The reactants are: [N:1]1([C:8]2[CH:9]=[CH:10][C:11]3[N:12]([C:14]([C:17]([F:20])([F:19])[F:18])=[N:15][N:16]=3)[N:13]=2)[CH2:7][CH2:6][CH2:5][NH:4][CH2:3][CH2:2]1.[CH3:21][O:22][C:23]1[CH:24]=[C:25]([CH:28]=[CH:29][CH:30]=1)[CH:26]=O. (2) Given the product [Cl:22][C:23]1[C:28]([O:1][C:2]2[CH:7]=[CH:6][C:5]([C:8]([C:10]3[CH:15]=[CH:14][CH:13]=[CH:12][N:11]=3)=[O:9])=[CH:4][CH:3]=2)=[N:27][CH:26]=[CH:25][N:24]=1, predict the reactants needed to synthesize it. The reactants are: [OH:1][C:2]1[CH:7]=[CH:6][C:5]([C:8]([C:10]2[CH:15]=[CH:14][CH:13]=[CH:12][N:11]=2)=[O:9])=[CH:4][CH:3]=1.C(=O)([O-])[O-].[Cs+].[Cs+].[Cl:22][C:23]1[C:28](Cl)=[N:27][CH:26]=[CH:25][N:24]=1.